Dataset: NCI-60 drug combinations with 297,098 pairs across 59 cell lines. Task: Regression. Given two drug SMILES strings and cell line genomic features, predict the synergy score measuring deviation from expected non-interaction effect. Drug 1: CC12CCC3C(C1CCC2=O)CC(=C)C4=CC(=O)C=CC34C. Drug 2: CC1C(C(CC(O1)OC2CC(CC3=C2C(=C4C(=C3O)C(=O)C5=C(C4=O)C(=CC=C5)OC)O)(C(=O)CO)O)N)O.Cl. Cell line: MDA-MB-435. Synergy scores: CSS=42.9, Synergy_ZIP=-0.688, Synergy_Bliss=-0.149, Synergy_Loewe=-2.83, Synergy_HSA=-0.0393.